This data is from Forward reaction prediction with 1.9M reactions from USPTO patents (1976-2016). The task is: Predict the product of the given reaction. (1) Given the reactants C(OC([N:8]1[C:12]2[CH:13]=[C:14]([C:17](=[O:31])[NH:18][CH:19]([C:28]([OH:30])=[O:29])[CH2:20][C:21]3[CH:26]=[CH:25][C:24]([Cl:27])=[CH:23][CH:22]=3)[CH:15]=[CH:16][C:11]=2[N:10]=[C:9]1[CH3:32])=O)(C)(C)C.Cl, predict the reaction product. The product is: [Cl:27][C:24]1[CH:25]=[CH:26][C:21]([CH2:20][CH:19]([NH:18][C:17]([C:14]2[CH:15]=[CH:16][C:11]3[N:10]=[C:9]([CH3:32])[NH:8][C:12]=3[CH:13]=2)=[O:31])[C:28]([OH:30])=[O:29])=[CH:22][CH:23]=1. (2) Given the reactants [CH3:1][O:2][C:3]([C:5]1[CH:6]=[C:7]([CH:33]=[CH:34][CH:35]=1)[CH2:8][N:9]1[C:13](=[O:14])[C:12]2([CH2:19][CH2:18][N:17](C(OC(C)(C)C)=O)[CH2:16][CH2:15]2)[N:11]([C:27]2[CH:32]=[CH:31][CH:30]=[CH:29][CH:28]=2)[CH2:10]1)=[O:4], predict the reaction product. The product is: [O:14]=[C:13]1[C:12]2([CH2:19][CH2:18][NH:17][CH2:16][CH2:15]2)[N:11]([C:27]2[CH:28]=[CH:29][CH:30]=[CH:31][CH:32]=2)[CH2:10][N:9]1[CH2:8][C:7]1[CH:6]=[C:5]([CH:35]=[CH:34][CH:33]=1)[C:3]([O:2][CH3:1])=[O:4]. (3) Given the reactants CCCCCC.COC1C=CC=CC=1O[CH2:12][CH:13]([C:15]1[CH:20]=[CH:19][C:18]([O:21][CH3:22])=[CH:17][CH:16]=1)[OH:14].[BH4-].[Na+].[O-]S([O-])(=O)=O.[Mg+2], predict the reaction product. The product is: [CH3:22][O:21][C:18]1[CH:19]=[CH:20][C:15]([C:13](=[O:14])[CH3:12])=[CH:16][CH:17]=1.[CH3:22][O:21][C:18]1[CH:19]=[CH:20][C:15]([CH:13]([OH:14])[CH3:12])=[CH:16][CH:17]=1. (4) Given the reactants [CH2:1]([N:5]1[C:10](=[O:11])[C:9]([CH2:12]OS(C)(=O)=O)=[CH:8][C:7]([C:18]2[CH:23]=[CH:22][C:21]([CH3:24])=[CH:20][CH:19]=2)=[N:6]1)[CH:2]([CH3:4])[CH3:3].[NH2:25][CH:26]([CH2:29][OH:30])[CH2:27][OH:28], predict the reaction product. The product is: [OH:28][CH2:27][CH:26]([NH:25][CH2:12][C:9]1[C:10](=[O:11])[N:5]([CH2:1][CH:2]([CH3:4])[CH3:3])[N:6]=[C:7]([C:18]2[CH:23]=[CH:22][C:21]([CH3:24])=[CH:20][CH:19]=2)[CH:8]=1)[CH2:29][OH:30]. (5) Given the reactants [C:1]([O:16][CH2:17][CH2:18][CH2:19][N:20]([C:40](=[O:45])[CH2:41][N:42]([CH3:44])[CH3:43])[CH2:21][CH2:22][CH2:23][O:24][C:25](=[O:39])[CH2:26][CH2:27][CH2:28][CH2:29][CH2:30][CH2:31][CH2:32][CH2:33][CH2:34][CH2:35][CH2:36][CH2:37][CH3:38])(=[O:15])[CH2:2][CH2:3][CH2:4][CH2:5][CH2:6][CH2:7][CH2:8][CH2:9][CH2:10][CH2:11][CH2:12][CH2:13][CH3:14].[Br:46][CH2:47][CH2:48][OH:49], predict the reaction product. The product is: [Br-:46].[C:1]([O:16][CH2:17][CH2:18][CH2:19][N:20]([CH2:21][CH2:22][CH2:23][O:24][C:25](=[O:39])[CH2:26][CH2:27][CH2:28][CH2:29][CH2:30][CH2:31][CH2:32][CH2:33][CH2:34][CH2:35][CH2:36][CH2:37][CH3:38])[C:40](=[O:45])[CH2:41][N+:42]([CH2:47][CH2:48][OH:49])([CH3:43])[CH3:44])(=[O:15])[CH2:2][CH2:3][CH2:4][CH2:5][CH2:6][CH2:7][CH2:8][CH2:9][CH2:10][CH2:11][CH2:12][CH2:13][CH3:14]. (6) Given the reactants Br[C:2]1[CH:7]=[CH:6][C:5]([C:8]([F:11])([F:10])[F:9])=[CH:4][CH:3]=1.C(=O)([O-])[O-].[Cs+].[Cs+].[F:18][C:19]1[CH:40]=[CH:39][C:22]([NH:23][C:24]2[CH:36]=[C:35]([CH:37]=[CH2:38])[CH:34]=[CH:33][C:25]=2[C:26]([O:28][C:29]([CH3:32])([CH3:31])[CH3:30])=[O:27])=[CH:21][CH:20]=1.C(O)(=O)CC(CC(O)=O)(C(O)=O)O, predict the reaction product. The product is: [F:18][C:19]1[CH:40]=[CH:39][C:22]([NH:23][C:24]2[CH:36]=[C:35](/[CH:37]=[CH:38]/[C:2]3[CH:7]=[CH:6][C:5]([C:8]([F:11])([F:10])[F:9])=[CH:4][CH:3]=3)[CH:34]=[CH:33][C:25]=2[C:26]([O:28][C:29]([CH3:32])([CH3:30])[CH3:31])=[O:27])=[CH:21][CH:20]=1. (7) Given the reactants C(O[C:4]([C:6]1[C:11]([NH:12][C:13]2[N:14]([CH3:21])[N:15]=[C:16]([CH:18]3[CH2:20][CH2:19]3)[CH:17]=2)=[CH:10][CH:9]=[C:8]([CH3:22])[N:7]=1)=[O:5])C.[NH2:23][C:24]1[CH:29]=[CH:28][C:27]([F:30])=[CH:26][N:25]=1, predict the reaction product. The product is: [F:30][C:27]1[CH:28]=[CH:29][C:24]([NH:23][C:4]([C:6]2[C:11]([NH:12][C:13]3[N:14]([CH3:21])[N:15]=[C:16]([CH:18]4[CH2:19][CH2:20]4)[CH:17]=3)=[CH:10][CH:9]=[C:8]([CH3:22])[N:7]=2)=[O:5])=[N:25][CH:26]=1. (8) The product is: [CH3:23][CH:24]([S:26]([O:22][C:18]1[CH:19]=[CH:20][CH:21]=[C:16]([C:8]2([C:4]3[CH:5]=[CH:6][CH:7]=[C:2]([Br:1])[CH:3]=3)[C:9](=[O:15])[N:10]([CH3:14])[C:11](=[S:13])[NH:12]2)[CH:17]=1)(=[O:28])=[O:27])[CH3:25]. Given the reactants [Br:1][C:2]1[CH:3]=[C:4]([C:8]2([C:16]3[CH:21]=[CH:20][CH:19]=[C:18]([OH:22])[CH:17]=3)[NH:12][C:11](=[S:13])[N:10]([CH3:14])[C:9]2=[O:15])[CH:5]=[CH:6][CH:7]=1.[CH3:23][CH:24]([S:26](Cl)(=[O:28])=[O:27])[CH3:25], predict the reaction product. (9) Given the reactants Cl.Cl[C:3]1[N:8]2[N:9]=[C:10]([CH:12]3[CH2:17][CH2:16][N:15]([CH:18]([CH3:20])[CH3:19])[CH2:14][CH2:13]3)[N:11]=[C:7]2[CH:6]=[C:5]([C:21]2[CH:26]=[CH:25][C:24]([F:27])=[CH:23][C:22]=2[Cl:28])[N:4]=1.Cl.[NH2:30][C:31]1[C:36]([C:37]#[N:38])=[CH:35][CH:34]=[C:33]([NH:39][CH:40]2[CH2:45][CH2:44][CH2:43][NH:42][CH2:41]2)[N:32]=1.C(N(CC)C(C)C)(C)C, predict the reaction product. The product is: [NH2:30][C:31]1[C:36]([C:37]#[N:38])=[CH:35][CH:34]=[C:33]([NH:39][CH:40]2[CH2:45][CH2:44][CH2:43][N:42]([C:3]3[N:8]4[N:9]=[C:10]([CH:12]5[CH2:13][CH2:14][N:15]([CH:18]([CH3:19])[CH3:20])[CH2:16][CH2:17]5)[N:11]=[C:7]4[CH:6]=[C:5]([C:21]4[CH:26]=[CH:25][C:24]([F:27])=[CH:23][C:22]=4[Cl:28])[N:4]=3)[CH2:41]2)[N:32]=1. (10) Given the reactants CS(O[CH:6]([C:9]1[CH:14]=[CH:13][C:12]([C:15]2[CH:20]=[CH:19][C:18]([CH2:21][O:22][CH2:23][O:24][CH3:25])=[CH:17][CH:16]=2)=[CH:11][N:10]=1)[CH2:7][CH3:8])(=O)=O.[NH:26]1[CH:30]=[CH:29][N:28]=[CH:27]1.C(N(CC)CC)C, predict the reaction product. The product is: [N:26]1([CH:6]([C:9]2[CH:14]=[CH:13][C:12]([C:15]3[CH:20]=[CH:19][C:18]([CH2:21][O:22][CH2:23][O:24][CH3:25])=[CH:17][CH:16]=3)=[CH:11][N:10]=2)[CH2:7][CH3:8])[CH:30]=[CH:29][N:28]=[CH:27]1.